Regression. Given a peptide amino acid sequence and an MHC pseudo amino acid sequence, predict their binding affinity value. This is MHC class II binding data. From a dataset of Peptide-MHC class II binding affinity with 134,281 pairs from IEDB. (1) The binding affinity (normalized) is 0. The peptide sequence is IRQAGVQYSRADEEQ. The MHC is DRB1_0701 with pseudo-sequence DRB1_0701. (2) The peptide sequence is AFKVAATAANAASAN. The binding affinity (normalized) is 0.640. The MHC is DRB1_0901 with pseudo-sequence DRB1_0901. (3) The peptide sequence is YLFAKDKSGPLQPGV. The MHC is HLA-DPA10201-DPB11401 with pseudo-sequence HLA-DPA10201-DPB11401. The binding affinity (normalized) is 0.110. (4) The peptide sequence is LRDDQRKVFRELVRN. The MHC is HLA-DQA10501-DQB10303 with pseudo-sequence HLA-DQA10501-DQB10303. The binding affinity (normalized) is 0.